This data is from Reaction yield outcomes from USPTO patents with 853,638 reactions. The task is: Predict the reaction yield, written as a fraction of the theoretical maximum amount of product (1.0 means a 100% yield; for example, 0.34 means a 34% yield). (1) The reactants are [Cl:1][C:2]1[CH:3]=[N:4][CH:5]=[C:6]([Cl:22])[C:7]=1[S:8][C:9]1[S:13][C:12]([C:14]([O:16]CC)=[O:15])=[CH:11][C:10]=1[N+:19]([O-:21])=[O:20].S(=O)(=O)(O)O. The catalyst is O. The product is [Cl:22][C:6]1[CH:5]=[N:4][CH:3]=[C:2]([Cl:1])[C:7]=1[S:8][C:9]1[S:13][C:12]([C:14]([OH:16])=[O:15])=[CH:11][C:10]=1[N+:19]([O-:21])=[O:20]. The yield is 0.780. (2) The reactants are [Br:1][C:2]1[CH:3]=[C:4]([CH2:13]O)[CH:5]=[CH:6][C:7]=1[O:8][C:9]([F:12])([F:11])[F:10].CN(C=O)C.S(Br)([Br:22])=O. The catalyst is C(Cl)Cl. The product is [Br:1][C:2]1[CH:3]=[C:4]([CH2:13][Br:22])[CH:5]=[CH:6][C:7]=1[O:8][C:9]([F:12])([F:11])[F:10]. The yield is 0.990. (3) The reactants are [Br:1][C:2]1[CH:15]=[CH:14][C:13]2[N:12]([S:16]([C:19]3[CH:24]=[CH:23][C:22]([O:25]C)=[C:21]([F:27])[CH:20]=3)(=[O:18])=[O:17])[CH:11]([CH3:28])[C:10]3[C:5](=[CH:6][CH:7]=[CH:8][CH:9]=3)[C:4]=2[CH:3]=1.C1CCCCC=1.B(Br)(Br)Br.ClCCl. No catalyst specified. The yield is 0.310. The product is [Br:1][C:2]1[CH:15]=[CH:14][C:13]2[N:12]([S:16]([C:19]3[CH:24]=[CH:23][C:22]([OH:25])=[C:21]([F:27])[CH:20]=3)(=[O:18])=[O:17])[CH:11]([CH3:28])[C:10]3[C:5](=[CH:6][CH:7]=[CH:8][CH:9]=3)[C:4]=2[CH:3]=1. (4) The yield is 0.247. The reactants are Cl[C:2]1[CH:3]=[CH:4][CH:5]=[C:6]2[C:11]=1[C:10](=[O:12])[N:9]([CH2:13][CH2:14][C:15]1[N:16]=[C:17]3[CH:22]=[CH:21][CH:20]=[CH:19][N:18]3[CH:23]=1)[N:8]=[CH:7]2.C1C=CC(P(C2C(C3C(P(C4C=CC=CC=4)C4C=CC=CC=4)=CC=C4C=3C=CC=C4)=C3C(C=CC=C3)=CC=2)C2C=CC=CC=2)=CC=1.C(=O)([O-])[O-].[Cs+].[Cs+].[NH2:76][C@@H:77]1[CH2:81][CH2:80][N:79]([C:82]([O:84][C:85]([CH3:88])([CH3:87])[CH3:86])=[O:83])[CH2:78]1. The product is [N:16]1[C:15]([CH2:14][CH2:13][N:9]2[C:10](=[O:12])[C:11]3[C:6](=[CH:5][CH:4]=[CH:3][C:2]=3[NH:76][C@@H:77]3[CH2:81][CH2:80][N:79]([C:82]([O:84][C:85]([CH3:88])([CH3:87])[CH3:86])=[O:83])[CH2:78]3)[CH:7]=[N:8]2)=[CH:23][N:18]2[CH:19]=[CH:20][CH:21]=[CH:22][C:17]=12. The catalyst is C1(C)C=CC=CC=1.C1C=CC(/C=C/C(/C=C/C2C=CC=CC=2)=O)=CC=1.C1C=CC(/C=C/C(/C=C/C2C=CC=CC=2)=O)=CC=1.C1C=CC(/C=C/C(/C=C/C2C=CC=CC=2)=O)=CC=1.[Pd].[Pd].